This data is from Forward reaction prediction with 1.9M reactions from USPTO patents (1976-2016). The task is: Predict the product of the given reaction. (1) Given the reactants [C:1]([C:3]1[CH:8]=[CH:7][C:6]([N:9]([CH2:14][C:15]([F:18])([F:17])[F:16])[CH2:10][C:11]([OH:13])=O)=[CH:5][C:4]=1[C:19]([F:22])([F:21])[F:20])#[N:2].[Cl:23][C:24]1[C:29]([Cl:30])=[CH:28][CH:27]=[CH:26][C:25]=1[C:31](=[NH:34])[NH:32]O, predict the reaction product. The product is: [Cl:23][C:24]1[C:29]([Cl:30])=[CH:28][CH:27]=[CH:26][C:25]=1[C:31]1[N:34]=[C:11]([CH2:10][N:9]([CH2:14][C:15]([F:18])([F:16])[F:17])[C:6]2[CH:7]=[CH:8][C:3]([C:1]#[N:2])=[C:4]([C:19]([F:22])([F:21])[F:20])[CH:5]=2)[O:13][N:32]=1. (2) Given the reactants Br[C:2]1[CH:3]=[CH:4][C:5]2[O:9][C:8]([NH2:10])=[N:7][C:6]=2[CH:11]=1.P([O-])([O-])([O-])=O.[K+].[K+].[K+].[S:20]1[CH:24]=[CH:23][CH:22]=[C:21]1B(O)O, predict the reaction product. The product is: [S:20]1[CH:24]=[CH:23][CH:22]=[C:21]1[C:2]1[CH:3]=[CH:4][C:5]2[O:9][C:8]([NH2:10])=[N:7][C:6]=2[CH:11]=1.